Dataset: Full USPTO retrosynthesis dataset with 1.9M reactions from patents (1976-2016). Task: Predict the reactants needed to synthesize the given product. (1) Given the product [Cl:1][C:2]1[CH:3]=[N:4][C:5]2[N:6]([N:8]=[C:9]([C:11]([N:20]3[CH2:21][CH2:22][N:17]4[CH:16]=[CH:15][N:14]=[C:18]4[CH2:19]3)=[O:13])[CH:10]=2)[CH:7]=1, predict the reactants needed to synthesize it. The reactants are: [Cl:1][C:2]1[CH:3]=[N:4][C:5]2[N:6]([N:8]=[C:9]([C:11]([OH:13])=O)[CH:10]=2)[CH:7]=1.[N:14]1[CH:15]=[CH:16][N:17]2[CH2:22][CH2:21][NH:20][CH2:19][C:18]=12. (2) Given the product [Cl:1][C:2]1[CH:7]=[CH:6][C:5]([C:8]2[CH:13]=[CH:12][C:11]([CH2:14][NH:26][C@@H:16]3[C:25]4[C:20](=[CH:21][CH:22]=[CH:23][CH:24]=4)[CH2:19][CH2:18][CH2:17]3)=[CH:10][CH:9]=2)=[CH:4][CH:3]=1, predict the reactants needed to synthesize it. The reactants are: [Cl:1][C:2]1[CH:7]=[CH:6][C:5]([C:8]2[CH:13]=[CH:12][C:11]([CH:14]=O)=[CH:10][CH:9]=2)=[CH:4][CH:3]=1.[C@@H:16]1([NH2:26])[C:25]2[C:20](=[CH:21][CH:22]=[CH:23][CH:24]=2)[CH2:19][CH2:18][CH2:17]1. (3) Given the product [F:1][C:2]1[CH:7]=[CH:6][CH:5]=[C:4]([F:8])[C:3]=1[CH:9]1[O:13][N:12]=[C:11]([C:14]2[N:15]=[C:16]([CH:19]3[CH2:24][CH2:23][N:22]([C:25](=[O:37])[CH2:26][N:27]4[C:31]([CH3:32])=[CH:30][C:29]([C:33]([F:35])([F:36])[F:34])=[N:28]4)[CH2:21][CH:20]3[S:38]([CH3:39])=[O:44])[S:17][CH:18]=2)[CH2:10]1, predict the reactants needed to synthesize it. The reactants are: [F:1][C:2]1[CH:7]=[CH:6][CH:5]=[C:4]([F:8])[C:3]=1[CH:9]1[O:13][N:12]=[C:11]([C:14]2[N:15]=[C:16]([CH:19]3[CH2:24][CH2:23][N:22]([C:25](=[O:37])[CH2:26][N:27]4[C:31]([CH3:32])=[CH:30][C:29]([C:33]([F:36])([F:35])[F:34])=[N:28]4)[CH2:21][CH:20]3[S:38][CH3:39])[S:17][CH:18]=2)[CH2:10]1.C(Cl)(Cl)Cl.[OH:44]O. (4) Given the product [NH2:21][C:20]1[C:14]2[O:13][CH2:12][CH2:11][N:10]3[C:16](=[C:7]([CH:1]4[CH2:6][CH2:5][CH2:4][CH2:3][CH2:2]4)[C:8]4[CH:27]=[CH:26][C:25]([C:28]([O:30][CH3:31])=[O:29])=[CH:24][C:9]=43)[C:15]=2[CH:17]=[CH:18][CH:19]=1, predict the reactants needed to synthesize it. The reactants are: [CH:1]1([C:7]2[C:8]3[CH:27]=[CH:26][C:25]([C:28]([O:30][CH3:31])=[O:29])=[CH:24][C:9]=3[N:10]3[C:16]=2[C:15]2[CH:17]=[CH:18][CH:19]=[C:20]([N+:21]([O-])=O)[C:14]=2[O:13][CH2:12][CH2:11]3)[CH2:6][CH2:5][CH2:4][CH2:3][CH2:2]1.[Cl-].[NH4+]. (5) Given the product [CH3:10][O:11][C:12]1[CH:19]=[CH:18][CH:17]=[CH:16][C:13]=1[CH2:14][N:15]1[C:6]([CH3:8])=[CH:7][C:2]([OH:1])=[CH:3][C:4]1=[O:9], predict the reactants needed to synthesize it. The reactants are: [OH:1][C:2]1[CH:7]=[C:6]([CH3:8])O[C:4](=[O:9])[CH:3]=1.[CH3:10][O:11][C:12]1[CH:19]=[CH:18][CH:17]=[CH:16][C:13]=1[CH2:14][NH2:15]. (6) Given the product [F:19][C:11]1([CH2:10][C:7]2[CH:6]=[CH:5][C:4]([C:3]([OH:20])=[O:2])=[CH:9][CH:8]=2)[CH2:18][CH2:17][CH2:16][CH2:15][CH2:14][C:13]#[C:12]1, predict the reactants needed to synthesize it. The reactants are: C[O:2][C:3](=[O:20])[C:4]1[CH:9]=[CH:8][C:7]([CH2:10][C:11]2([F:19])[CH2:18][CH2:17][CH2:16][CH2:15][CH2:14][C:13]#[C:12]2)=[CH:6][CH:5]=1.[Li+].[OH-]. (7) Given the product [C:8]1([CH3:21])[CH:9]=[CH:10][C:11]([NH:14][CH:15]2[CH2:20][CH2:19][N:18]([CH2:23][CH2:24][C:25]3[CH:30]=[CH:29][CH:28]=[CH:27][C:26]=3[NH:31][C:47](=[O:48])[CH2:46][CH:40]3[CH2:45][CH2:44][CH2:43][CH2:42][CH2:41]3)[CH2:17][CH2:16]2)=[CH:12][CH:13]=1, predict the reactants needed to synthesize it. The reactants are: FC(F)(F)C(O)=O.[C:8]1([CH3:21])[CH:13]=[CH:12][C:11]([NH:14][CH:15]2[CH2:20][CH2:19][NH:18][CH2:17][CH2:16]2)=[CH:10][CH:9]=1.Br[CH2:23][CH2:24][C:25]1[CH:30]=[CH:29][CH:28]=[CH:27][C:26]=1[N+:31]([O-])=O.C(=O)([O-])[O-].[K+].[K+].[CH:40]1([CH2:46][C:47](O)=[O:48])[CH2:45][CH2:44][CH2:43][CH2:42][CH2:41]1.Cl.C(N=C=NCCCN(C)C)C. (8) The reactants are: Br[CH2:2][C:3]1[CH:8]=[CH:7][C:6]([CH2:9][CH2:10][N:11]2[CH:16]=[CH:15][C:14]([O:17][CH2:18][C:19]3[CH:24]=[CH:23][CH:22]=[CH:21][C:20]=3[F:25])=[CH:13][C:12]2=[O:26])=[CH:5][CH:4]=1.[NH:27]1[CH2:32][CH2:31][CH:30]([NH:33][C:34](=[O:36])[CH3:35])[CH2:29][CH2:28]1.C(N(C(C)C)C(C)C)C. Given the product [F:25][C:20]1[CH:21]=[CH:22][CH:23]=[CH:24][C:19]=1[CH2:18][O:17][C:14]1[CH:15]=[CH:16][N:11]([CH2:10][CH2:9][C:6]2[CH:7]=[CH:8][C:3]([CH2:2][N:27]3[CH2:32][CH2:31][CH:30]([NH:33][C:34](=[O:36])[CH3:35])[CH2:29][CH2:28]3)=[CH:4][CH:5]=2)[C:12](=[O:26])[CH:13]=1, predict the reactants needed to synthesize it. (9) Given the product [CH2:10]([O:8][C:7]([C:4]1[CH:3]=[C:2]([Br:1])[S:6][CH:5]=1)=[O:9])[CH3:11], predict the reactants needed to synthesize it. The reactants are: [Br:1][C:2]1[S:6][CH:5]=[C:4]([C:7]([OH:9])=[O:8])[CH:3]=1.[CH2:10](O)[CH3:11]. (10) Given the product [F:29][C:26]1[CH:27]=[CH:28][C:23]([C:21]2[CH:20]=[C:4]([N:6]3[CH2:7][CH2:8][NH:9][CH2:10][CH2:11]3)[N:2]([CH3:1])[N:3]=2)=[CH:24][CH:25]=1, predict the reactants needed to synthesize it. The reactants are: [CH3:1][N:2]([C:4]([N:6]1[CH2:11][CH2:10][N:9](C(OC(C)(C)C)=O)[CH2:8][CH2:7]1)=S)[NH2:3].Br[CH2:20][C:21]([C:23]1[CH:28]=[CH:27][C:26]([F:29])=[CH:25][CH:24]=1)=O.Cl.